This data is from Forward reaction prediction with 1.9M reactions from USPTO patents (1976-2016). The task is: Predict the product of the given reaction. (1) Given the reactants [NH2:1][C:2]1[C:10]2[C:5](=[CH:6][CH:7]=[C:8]([C:11]3[N:12]=[N:13][N:14]([CH2:16][C:17]4[CH:22]=[CH:21][CH:20]=[CH:19][CH:18]=4)[CH:15]=3)[CH:9]=2)[N:4](C(OC(C)(C)C)=O)[N:3]=1.[CH2:30]([S:32](Cl)(=[O:34])=[O:33])[CH3:31].S(Cl)(Cl)(=O)=O, predict the reaction product. The product is: [CH2:16]([N:14]1[CH:15]=[C:11]([C:8]2[CH:9]=[C:10]3[C:5](=[CH:6][CH:7]=2)[NH:4][N:3]=[C:2]3[NH:1][S:32]([CH2:30][CH3:31])(=[O:34])=[O:33])[N:12]=[N:13]1)[C:17]1[CH:22]=[CH:21][CH:20]=[CH:19][CH:18]=1. (2) Given the reactants C([O:9][C@H:10]1[CH2:15][CH2:14][C@H:13]([CH2:16][NH:17][C:18](=[O:29])[C:19]2[CH:24]=[CH:23][C:22]([O:25][CH2:26][O:27][CH3:28])=[CH:21][CH:20]=2)[CH2:12][CH2:11]1)(=O)C1C=CC=CC=1.[OH-].[Na+].CO.C1COCC1, predict the reaction product. The product is: [OH:9][C@H:10]1[CH2:15][CH2:14][C@H:13]([CH2:16][NH:17][C:18](=[O:29])[C:19]2[CH:20]=[CH:21][C:22]([O:25][CH2:26][O:27][CH3:28])=[CH:23][CH:24]=2)[CH2:12][CH2:11]1. (3) Given the reactants C([NH:5][S:6]([C:9]1[S:13][C:12]([C:14]2[N:15]=[CH:16][N:17]([C:19]3[N:24]=[C:23]([C:25]4[CH:30]=[CH:29][C:28]([Cl:31])=[CH:27][CH:26]=4)[CH:22]=[C:21]([C:32]([F:35])([F:34])[F:33])[N:20]=3)[CH:18]=2)=[N:11][CH:10]=1)(=[O:8])=[O:7])(C)(C)C.C(O)(C(F)(F)F)=O, predict the reaction product. The product is: [Cl:31][C:28]1[CH:29]=[CH:30][C:25]([C:23]2[CH:22]=[C:21]([C:32]([F:35])([F:34])[F:33])[N:20]=[C:19]([N:17]3[CH:18]=[C:14]([C:12]4[S:13][C:9]([S:6]([NH2:5])(=[O:8])=[O:7])=[CH:10][N:11]=4)[N:15]=[CH:16]3)[N:24]=2)=[CH:26][CH:27]=1. (4) Given the reactants [C:1]([O:5][C:6]([N:8]1[CH2:13][CH2:12][N:11]([C:14]2[CH:19]=[C:18]([O:20]CC3C=CC=CC=3)[CH:17]=[CH:16][C:15]=2[NH:28][C:29]([C:31]2[C:40]3[C:35](=[CH:36][CH:37]=[CH:38][CH:39]=3)[CH:34]=[CH:33][CH:32]=2)=[O:30])[CH2:10][CH2:9]1)=[O:7])([CH3:4])([CH3:3])[CH3:2].[H][H], predict the reaction product. The product is: [C:1]([O:5][C:6]([N:8]1[CH2:13][CH2:12][N:11]([C:14]2[CH:19]=[C:18]([OH:20])[CH:17]=[CH:16][C:15]=2[NH:28][C:29]([C:31]2[C:40]3[C:35](=[CH:36][CH:37]=[CH:38][CH:39]=3)[CH:34]=[CH:33][CH:32]=2)=[O:30])[CH2:10][CH2:9]1)=[O:7])([CH3:4])([CH3:2])[CH3:3]. (5) Given the reactants Br[C:2]1[C:7]([CH:8]=[O:9])=[C:6]([Cl:10])[N:5]=[CH:4][CH:3]=1.[C:11]1(=[O:24])[C:16]2=[CH:17][C:18]3[CH2:19][CH2:20][CH2:21][CH2:22][C:23]=3[N:15]2[CH2:14][CH2:13][NH:12]1.CC1(C)C2C(=C(P(C3C=CC=CC=3)C3C=CC=CC=3)C=CC=2)OC2C(P(C3C=CC=CC=3)C3C=CC=CC=3)=CC=CC1=2.C([O-])([O-])=O.[Cs+].[Cs+], predict the reaction product. The product is: [Cl:10][C:6]1[N:5]=[CH:4][CH:3]=[C:2]([N:12]2[CH2:13][CH2:14][N:15]3[C:23]4[CH2:22][CH2:21][CH2:20][CH2:19][C:18]=4[CH:17]=[C:16]3[C:11]2=[O:24])[C:7]=1[CH:8]=[O:9]. (6) The product is: [CH3:18][N:19]1[CH:23]=[C:22]([C:2]2[CH:7]=[C:6]([O:8][C:9]3[CH:10]=[N:11][C:12]([N+:15]([O-:17])=[O:16])=[CH:13][CH:14]=3)[CH:5]=[CH:4][N:3]=2)[CH:21]=[N:20]1. Given the reactants Cl[C:2]1[CH:7]=[C:6]([O:8][C:9]2[CH:10]=[N:11][C:12]([N+:15]([O-:17])=[O:16])=[CH:13][CH:14]=2)[CH:5]=[CH:4][N:3]=1.[CH3:18][N:19]1[CH:23]=[C:22](B2OC(C)(C)C(C)(C)O2)[CH:21]=[N:20]1.C([O-])([O-])=O.[Cs+].[Cs+], predict the reaction product. (7) The product is: [Cl:1][C:2]1[C:3]2=[CH:8][C:9]3[CH2:10][N:11]([S:12]([C:15]4[CH:16]=[CH:17][C:18]([CH3:21])=[CH:19][CH:20]=4)(=[O:13])=[O:14])[CH2:22][C:23]=3[C:24]([C:25](=[O:27])[CH3:26])=[C:4]2[CH:5]=[CH:6][CH:7]=1. Given the reactants [Cl:1][C:2]1[CH:7]=[CH:6][CH:5]=[CH:4][C:3]=1[CH:8]=[CH:9][CH2:10][N:11]([CH2:22][C:23]#[C:24][C:25](=[O:27])[CH3:26])[S:12]([C:15]1[CH:20]=[CH:19][C:18]([CH3:21])=[CH:17][CH:16]=1)(=[O:14])=[O:13], predict the reaction product.